From a dataset of TAP: 5 developability metrics (CDR length, charge patches, hydrophobicity). Multi-output Regression. Predict 5 antibody developability metrics. (1) The antibody is ["['QLQLQESGPGLLKPSETLSLTCTVSGGSISSPGYYGGWIRQPPGKGLEWIGSIYKSGSTYHNPSLKSRVTISVDTSKNQFSLKLSSVTAADTAVYYCTRPVVRYFGWFDPWGQGTLVTVSS'\\n 'AIQLTQSPSSLSASVGDRVTITCRASQGISSALAWYQQKPGKAPKLLIYDASNLESGVPSRFSGSGSGTDFTLTISSLQPEDFATYYCQQFNSYPTFGQGTKVEIK']"]. Developability metrics: CDR_Length=47.0, PSH=138, PPC=0, PNC=0.176, SFvCSP=10.2. (2) The antibody is ["['QVQLVQPGAEVVKPGASVKLSCKTSGYTFTSNWMHWVKQAPGQGLEWIGEIDPSDSYTNYNQNFQGKAKLTVDKSTSTAYMEVSSLRSDDTAVYYCARGSNPYYYAMDYWGQGTSVTVSS'\\n 'EIVLTQSPAIMSASPGERVTMTCSASSGVNYMHWYQQKPGTSPRRWIYDTSKLASGVPARFSGSGSGTDYSLTISSMEPEDAATYYCHQRGSYTFGGGTKLEIK']"]. Developability metrics: CDR_Length=44.0, PSH=107, PPC=0.0927, PNC=0.198, SFvCSP=0. (3) The antibody is ["['QVQLQESGPGLVKPSQTLSLTCTVSGGSISSFNYYWSWIRHHPGKGLEWIGYIYYSGSTYSNPSLKSRVTISVDTSKNQFSLTLSSVTAADTAVYYCARGYNWNYFDYWGQGTLVTVSS'\\n 'EIVMTQSPATLSVSPGERATLSCRASQSVDNNLVWYQQKPGQAPRLLIYGASTRATGIPARFSGSGSGTEFTLTISSLQSEDFAVYYCQQYNNWPPWTFGQGTKVEIK']"]. Developability metrics: CDR_Length=47.0, PSH=108, PPC=0, PNC=0, SFvCSP=6.40. (4) The antibody is ["['EVQLLESGGGLVQPGGSLRLSCAASGFTFSNYGMSWVRQAPGKGLEWVASIRSGGGRTYYSDNVKGRFTISRDNSKNTLYLQMNSLRAEDTAVYYCVRYDHYSGSSDYWGQGTLVTVSS'\\n 'DVVMTQSPLSLPVTPGEPASISCKSSQSLLDSDGKTYLNWLLQKPGQSPQRLIYLVSKLDSGVPDRFSGSGSGTDFTLKISRVEAEDVGVYYCWQGTHFPRTFGQGTKVEIK']"]. Developability metrics: CDR_Length=51.0, PSH=130, PPC=0.296, PNC=0.441, SFvCSP=0.310. (5) The antibody is ["['QVQLQQSGGELAKPGASVKVSCKASGYTFSSFWMHWVRQAPGQGLEWIGYINPRSGYTEYNEIFRDKATMTTDTSTSTAYMELSSLRSEDTAVYYCASFLGRGAMDYWGQGTTVTVSS'\\n 'DIQMTQSPSSLSASVGDRVTITCRASQDISNYLAWYQQKPGKAPKLLIYYTSKIHSGVPSRFSGSGSGTDYTFTISSLQPEDIATYYCQQGNTFPYTFGQGTKVEIK']"]. Developability metrics: CDR_Length=45.0, PSH=116, PPC=0.0954, PNC=0.0421, SFvCSP=-3.10. (6) The antibody is ["['EVQLVESGGGLVQPGGSLRLSCAASGFTFSDYNMAWVRQAPGKGLEWVATITYEGRNTYYRDSVKGRFTISRDNAKNSLYLQMNSLRAEDTAVYYCASPPQYYEGSIYRLWFAHWGQGTLVTVSS'\\n 'AIQLTQSPSSLSASVGDRVTITCRADESVRTLMHWYQQKPGKAPKLLIYLVSNSEIGVPDRFSGSGSGTDFRLTISSLQPEDFATYYCQQTWSDPWTFGQGTKVEIK']"]. Developability metrics: CDR_Length=52.0, PSH=104, PPC=0, PNC=1.17, SFvCSP=1.10. (7) The antibody is ["['QVQLQESGPGLVKPSGTLSLTCAVSGGSISSSNWWSWVRQPPGKGLEWIGEIYHSGSTNYNPSLKSRVTISVDKSKNQFSLKLSSVTAADTAVYYCARWTGRTDAFDIWGQGTMVTVSS'\\n 'DVVMTQSPLSLPVTPGEPASISCRSSQSLLHSNGYNYLDWYLQKPGQSPQLLIYLGSNRASGVPDRFSGSGSGTDFTLKISRVEAEDVGVYYCMQGTHWPLTFGQGTKVEIK']"]. Developability metrics: CDR_Length=51.0, PSH=125, PPC=0.0615, PNC=0.0535, SFvCSP=7.32. (8) The antibody is ["['QVQLQQWGAGLLKPSETLSLTCAVYGGSFSGYYWSWIRQPPGKGLEWIGEINHSGSTNYNPSLKSRVTISVDTSKNQFSLKLSSVTAADTAVYYCARVINWFDPWGQGTLVTVSS'\\n 'DIQMTQSPSSVSASVGDRVTITCRASQDISSWLAWYQHKPGKAPKLLIYAASSLQSGVPSRFSGSGSGTDFTLTISSLQPEDFATYYCQQANSFPYTFGQGTKLEIK']"]. Developability metrics: CDR_Length=42.0, PSH=113, PPC=0, PNC=0, SFvCSP=6.51. (9) The antibody is ["['EVQLVESGGGLVKPGGSLRLSCAASGFTFSAYAMNWVRQAPGKGLEWVGRIRTKNNNYATYYADSVKDRFTISRDDSKNTLYLQMNSLKTEDTAVYYCTTFYGNGVWGQGTLVTVSS'\\n 'DVVMTQSPLSLPVTLGQPASISCKSSQSLLDSDGKTFLNWFQQRPGQSPRRLIYLVSKLDSGVPDRFSGSGSGTDFTLKISRVEAEDVGVYYCWQGTHFPYTFGQGTRLEIK']"]. Developability metrics: CDR_Length=49.0, PSH=139, PPC=0.509, PNC=0.363, SFvCSP=12.4.